This data is from Forward reaction prediction with 1.9M reactions from USPTO patents (1976-2016). The task is: Predict the product of the given reaction. (1) The product is: [F:10][C:11]1[CH:16]=[CH:15][C:14]([C:17]2[CH:22]=[CH:21][CH:20]=[C:19]([C@H:23]3[CH2:27][C:26]4([CH2:32][CH2:31][N:30]([C:33]([NH:7][C:6]5[N:2]([CH3:1])[N:3]=[N:4][N:5]=5)=[O:34])[CH2:29][CH2:28]4)[O:25][CH2:24]3)[CH:18]=2)=[CH:13][CH:12]=1. Given the reactants [CH3:1][N:2]1[C:6]([NH2:7])=[N:5][N:4]=[N:3]1.[H-].[Na+].[F:10][C:11]1[CH:16]=[CH:15][C:14]([C:17]2[CH:22]=[CH:21][CH:20]=[C:19]([C@H:23]3[CH2:27][C:26]4([CH2:32][CH2:31][N:30]([C:33](OC5C=CC([N+]([O-])=O)=CC=5)=[O:34])[CH2:29][CH2:28]4)[O:25][CH2:24]3)[CH:18]=2)=[CH:13][CH:12]=1, predict the reaction product. (2) Given the reactants [CH3:1][C@H:2]1[NH:7][CH2:6][CH2:5][N:4]([C:8]2[CH:17]=[CH:16][C:11]([C:12]([O:14][CH3:15])=[O:13])=[CH:10][CH:9]=2)[CH2:3]1.[C:18](O)(=O)C.C=O.C(O[BH-](OC(=O)C)OC(=O)C)(=O)C.[Na+], predict the reaction product. The product is: [CH3:1][C@H:2]1[N:7]([CH3:18])[CH2:6][CH2:5][N:4]([C:8]2[CH:17]=[CH:16][C:11]([C:12]([O:14][CH3:15])=[O:13])=[CH:10][CH:9]=2)[CH2:3]1. (3) Given the reactants [NH2:1][N:2]1[N:11]=[C:10]([N:12]2[CH2:17][CH2:16][O:15][CH2:14][CH2:13]2)[C:9]2[C:4](=[CH:5][CH:6]=[CH:7][CH:8]=2)[C:3]1=[O:18].[F:19][C:20]1[C:25]([F:26])=[CH:24][CH:23]=[CH:22][C:21]=1[CH2:27][C:28](O)=[O:29], predict the reaction product. The product is: [F:19][C:20]1[C:25]([F:26])=[CH:24][CH:23]=[CH:22][C:21]=1[CH2:27][C:28]([NH:1][N:2]1[N:11]=[C:10]([N:12]2[CH2:17][CH2:16][O:15][CH2:14][CH2:13]2)[C:9]2[C:4](=[CH:5][CH:6]=[CH:7][CH:8]=2)[C:3]1=[O:18])=[O:29].